Dataset: Kir2.1 potassium channel HTS with 301,493 compounds. Task: Binary Classification. Given a drug SMILES string, predict its activity (active/inactive) in a high-throughput screening assay against a specified biological target. (1) The compound is [nH]1c(nc2c1cccc2)c1c([nH]nc1c1ccccc1)c1ccccc1. The result is 0 (inactive). (2) The molecule is S(=O)(=O)(Cc1oc(C(=O)N2CCN(CC2)c2c(ccc(c2)C)C)cc1)c1c(cccc1)C. The result is 0 (inactive). (3) The molecule is Brc1ccc(S(=O)(=O)NC(C(C)C)C(OCC)=O)cc1. The result is 1 (active). (4) The molecule is s1c(nnc1NC(=S)Nc1ccccc1)C(C)(C)C. The result is 0 (inactive). (5) The molecule is S=C(N(Cc1cc2c([nH]c1=O)cc1OCCOc1c2)CCCO)NCC(C)C. The result is 0 (inactive). (6) The drug is Fc1cc2nc(n(C3CCN(CC3)CC(=O)Nc3c(OC)cccc3)c2cc1)C. The result is 0 (inactive).